Dataset: Full USPTO retrosynthesis dataset with 1.9M reactions from patents (1976-2016). Task: Predict the reactants needed to synthesize the given product. (1) Given the product [CH3:8][C:6]1[CH:5]=[CH:4][N:3]=[C:2]([CH:9]=[CH2:10])[CH:7]=1, predict the reactants needed to synthesize it. The reactants are: Br[C:2]1[CH:7]=[C:6]([CH3:8])[CH:5]=[CH:4][N:3]=1.[C:9](C1C=C(C)C=C(C(C)(C)C)C=1O)(C)(C)[CH3:10].C([Sn](CCCC)(CCCC)C=C)CCC. (2) The reactants are: [CH3:1][C:2]1[CH:3]=[C:4]([CH:11]=[O:12])[CH:5]=[C:6]2[C:10]=1[NH:9][N:8]=[CH:7]2.CN(C1CCCCC1)C1CCCCC1.[CH3:27][O:28][CH2:29]Cl. Given the product [CH3:27][O:28][CH2:29][N:8]1[CH:7]=[C:6]2[C:10]([C:2]([CH3:1])=[CH:3][C:4]([CH:11]=[O:12])=[CH:5]2)=[N:9]1, predict the reactants needed to synthesize it. (3) Given the product [CH:18]1([CH2:17][N:3]2[CH:7]=[CH:6][C:5]([C:8]3[CH:15]=[CH:14][C:11]([C:12]#[N:13])=[CH:10][CH:9]=3)=[N:4]2)[CH2:20][CH2:19]1, predict the reactants needed to synthesize it. The reactants are: [H-].[Na+].[NH:3]1[CH:7]=[CH:6][C:5]([C:8]2[CH:15]=[CH:14][C:11]([C:12]#[N:13])=[CH:10][CH:9]=2)=[N:4]1.Br[CH2:17][CH:18]1[CH2:20][CH2:19]1. (4) The reactants are: [C:1]([OH:8])(=[O:7])[CH2:2][CH2:3][CH2:4][CH2:5][CH3:6].S(=O)(=O)(O)O.[Cl:14]N(C(C)C)C(C)C. Given the product [Cl:14][CH:5]([CH3:6])[CH2:4][CH2:3][CH2:2][C:1]([OH:8])=[O:7], predict the reactants needed to synthesize it.